This data is from Full USPTO retrosynthesis dataset with 1.9M reactions from patents (1976-2016). The task is: Predict the reactants needed to synthesize the given product. Given the product [Br:1][C:2]1[C:3]([OH:10])=[C:4]([N+:11]([O-:13])=[O:12])[C:5]([F:9])=[C:6]([F:8])[CH:7]=1, predict the reactants needed to synthesize it. The reactants are: [Br:1][C:2]1[CH:7]=[C:6]([F:8])[C:5]([F:9])=[CH:4][C:3]=1[OH:10].[N+:11]([O-])([OH:13])=[O:12].